Task: Predict the reactants needed to synthesize the given product.. Dataset: Full USPTO retrosynthesis dataset with 1.9M reactions from patents (1976-2016) (1) Given the product [CH3:1][C:2]([CH3:29])([CH3:28])[C:3]#[C:4][C:5]1[S:9][C:8]([C:10]([O:12][CH3:13])=[O:11])=[C:7]([N:14]([C@H:15]2[CH2:21][CH2:20][CH2:19][CH2:18][N:17]([CH2:22][CH2:23][N:24]([CH3:26])[CH3:25])[C:16]2=[O:27])[C:43]([C@H:40]2[CH2:41][CH2:42][C@H:37]([CH3:36])[CH2:38][CH2:39]2)=[O:44])[CH:6]=1, predict the reactants needed to synthesize it. The reactants are: [CH3:1][C:2]([CH3:29])([CH3:28])[C:3]#[C:4][C:5]1[S:9][C:8]([C:10]([O:12][CH3:13])=[O:11])=[C:7]([NH:14][C@H:15]2[CH2:21][CH2:20][CH2:19][CH2:18][N:17]([CH2:22][CH2:23][N:24]([CH3:26])[CH3:25])[C:16]2=[O:27])[CH:6]=1.N1C=CC=CC=1.[CH3:36][C@H:37]1[CH2:42][CH2:41][C@H:40]([C:43](Cl)=[O:44])[CH2:39][CH2:38]1. (2) Given the product [CH2:1]([O:3][C:4](=[O:22])[C:5]([C:8]1[CH2:13][CH2:12][N:11]([CH2:14][C:15]2[CH:20]=[CH:19][CH:18]=[CH:17][CH:16]=2)[CH2:10][CH:9]=1)([CH3:7])[CH3:6])[CH3:2], predict the reactants needed to synthesize it. The reactants are: [CH2:1]([O:3][C:4](=[O:22])[C:5]([C:8]1(O)[CH2:13][CH2:12][N:11]([CH2:14][C:15]2[CH:20]=[CH:19][CH:18]=[CH:17][CH:16]=2)[CH2:10][CH2:9]1)([CH3:7])[CH3:6])[CH3:2].CN(C)C=O.S(Cl)(Cl)=O. (3) The reactants are: [CH2:1]([NH:4][CH2:5][CH2:6][CH3:7])[CH2:2][CH3:3].Cl[CH2:9][C:10]([NH:12][C:13]1[CH:26]=[CH:25][C:24]2[NH:23][C:22](=[O:27])[C:21]3[C:16](=[CH:17][CH:18]=[CH:19][CH:20]=3)[C:15]=2[CH:14]=1)=[O:11].P([O-])([O-])([O-])=O.[K+].[K+].[K+]. Given the product [O:27]=[C:22]1[C:21]2[C:16](=[CH:17][CH:18]=[CH:19][CH:20]=2)[C:15]2[CH:14]=[C:13]([NH:12][C:10](=[O:11])[CH2:9][N:4]([CH2:5][CH2:6][CH3:7])[CH2:1][CH2:2][CH3:3])[CH:26]=[CH:25][C:24]=2[NH:23]1, predict the reactants needed to synthesize it. (4) Given the product [Cl:25][C:11]1[C:12]2[C:13](=[CH:14][N:15]([C:17]3[C:22]([Cl:23])=[CH:21][CH:20]=[CH:19][C:18]=3[Cl:24])[N:16]=2)[C:8]([NH2:7])=[N:9][CH:10]=1, predict the reactants needed to synthesize it. The reactants are: C(OC(=O)[NH:7][C:8]1[C:13]2=[CH:14][N:15]([C:17]3[C:22]([Cl:23])=[CH:21][CH:20]=[CH:19][C:18]=3[Cl:24])[N:16]=[C:12]2[C:11]([Cl:25])=[CH:10][N:9]=1)(C)(C)C.C(O)(C(F)(F)F)=O. (5) Given the product [NH2:23][CH2:22][C:2]1[CH:7]=[C:6]([O:8][CH3:9])[C:5]([CH2:13][NH2:14])=[CH:4][C:3]=1[O:11][CH3:12], predict the reactants needed to synthesize it. The reactants are: Br[C:2]1[CH:7]=[C:6]([O:8][CH3:9])[C:5](Br)=[CH:4][C:3]=1[O:11][CH3:12].[C:13]([Cu])#[N:14].[H-].[H-].[H-].[H-].[Li+].[Al+3].[CH3:22][N:23]1CCCC1=O. (6) Given the product [N:19]1([C:17]([C@@H:13]2[CH2:14][CH2:15][CH2:16][N:11]([C:7]3[N:8]=[C:9]4[NH:10][C:41]([C:38]5([C:35]6[CH:34]=[CH:33][C:32]([CH3:46])=[CH:37][CH:36]=6)[CH2:39][CH2:40]5)=[N:3][C:4]4=[CH:5][CH:6]=3)[CH2:12]2)=[O:18])[CH2:23][CH2:22][CH2:21][CH2:20]1, predict the reactants needed to synthesize it. The reactants are: Cl.Cl.[NH2:3][C:4]1[CH:5]=[CH:6][C:7]([N:11]2[CH2:16][CH2:15][CH2:14][C@@H:13]([C:17]([N:19]3[CH2:23][CH2:22][CH2:21][CH2:20]3)=[O:18])[CH2:12]2)=[N:8][C:9]=1[NH2:10].C(N(CC)CC)C.Cl.[C:32]1([CH3:46])[CH:37]=[CH:36][C:35]([C:38]2([C:41](=N)OCC)[CH2:40][CH2:39]2)=[CH:34][CH:33]=1.C(O)(=O)C. (7) Given the product [C:27]([C@H:31]1[N:36]2[N:37]=[CH:38][C:39]([C:40]([O:42][CH2:43][CH3:44])=[O:41])=[C:35]2[NH:34][C@@H:33]([C:45]2[CH:46]=[CH:47][C:48]([CH2:51][CH3:52])=[CH:49][CH:50]=2)[CH2:32]1)([CH3:30])([CH3:28])[CH3:29], predict the reactants needed to synthesize it. The reactants are: C(C1C=CC([C@H]2C[C@@H](C(F)(F)F)N3N=CC(C(OCC)=O)=C3N2)=CC=1)C.[C:27]([CH:31]1[N:36]2[N:37]=[CH:38][C:39]([C:40]([O:42][CH2:43][CH3:44])=[O:41])=[C:35]2[NH:34][C:33]([C:45]2[CH:50]=[CH:49][C:48]([CH2:51][CH3:52])=[CH:47][CH:46]=2)=[CH:32]1)([CH3:30])([CH3:29])[CH3:28].[BH4-].[Na+]. (8) Given the product [NH2:18][C:16]1[CH:15]=[CH:14][C:3]([O:4][CH2:5][C:6]2[CH:13]=[CH:12][CH:11]=[CH:10][C:7]=2[C:8]#[N:9])=[C:2]([Cl:1])[CH:17]=1, predict the reactants needed to synthesize it. The reactants are: [Cl:1][C:2]1[CH:17]=[C:16]([N+:18]([O-])=O)[CH:15]=[CH:14][C:3]=1[O:4][CH2:5][C:6]1[CH:13]=[CH:12][CH:11]=[CH:10][C:7]=1[C:8]#[N:9].[Cl-].[Ca+2].[Cl-].